Dataset: Forward reaction prediction with 1.9M reactions from USPTO patents (1976-2016). Task: Predict the product of the given reaction. (1) Given the reactants O[C:2]1[C:11]2[C:6](=[CH:7][CH:8]=[C:9]([O:12][CH3:13])[CH:10]=2)[C:5]2[O:14][C:15]3[CH:20]=[CH:19][C:18]([Cl:21])=[CH:17][C:16]=3[C:4]=2[N:3]=1.[Cl:22]C1C=C2C(C3OC4C=CC=CC=4C=3N=C2O)=CC=1, predict the reaction product. The product is: [CH3:13][O:12][C:9]1[CH:10]=[C:11]2[C:6]([C:5]3[O:14][C:15]4[CH:20]=[CH:19][C:18]([Cl:21])=[CH:17][C:16]=4[C:4]=3[N:3]=[C:2]2[Cl:22])=[CH:7][CH:8]=1. (2) The product is: [OH:24][C:21]1[CH:22]=[CH:23][C:16]([OH:15])=[C:17]([C:18]2[NH:1][N:2]=[C:3]([C:4]3[CH:5]=[N:6][CH:7]=[CH:8][C:9]=3[C:10]([F:11])([F:12])[F:13])[N:14]=2)[CH:20]=1. Given the reactants [NH2:1][NH:2][C:3](=[NH:14])[C:4]1[C:9]([C:10]([F:13])([F:12])[F:11])=[CH:8][CH:7]=[N:6][CH:5]=1.[OH:15][C:16]1[CH:23]=[CH:22][C:21]([OH:24])=[CH:20][C:17]=1[CH:18]=O, predict the reaction product. (3) Given the reactants O[C:2]1[N:7]2[N:8]=[CH:9][CH:10]=[C:6]2[N:5]=[CH:4][CH:3]=1.P(Cl)(Cl)([Cl:13])=O.CN(C)C1C=CC=CC=1, predict the reaction product. The product is: [Cl:13][C:2]1[N:7]2[N:8]=[CH:9][CH:10]=[C:6]2[N:5]=[CH:4][CH:3]=1. (4) Given the reactants C(N(CC)CC)C.[S:8](Cl)([CH3:11])(=[O:10])=[O:9].[OH:13][CH2:14][C@@H:15]1[CH2:18][C@H:17]([CH2:19][C:20]([O:22][C:23]([CH3:26])([CH3:25])[CH3:24])=[O:21])[C:16]1([CH3:28])[CH3:27], predict the reaction product. The product is: [CH3:11][S:8]([O:13][CH2:14][C@@H:15]1[CH2:18][C@H:17]([CH2:19][C:20]([O:22][C:23]([CH3:26])([CH3:25])[CH3:24])=[O:21])[C:16]1([CH3:28])[CH3:27])(=[O:10])=[O:9]. (5) Given the reactants [OH-].[Na+].[Br:3][C:4]1[CH:5]=[C:6]([C:14]([O:16][CH3:17])=[O:15])[CH:7]=[C:8]([CH:13]=1)[C:9](OC)=[O:10].C(Cl)(=O)C(Cl)=O.[CH3:24][N:25](C=O)[CH3:26].CNC.C(O)C, predict the reaction product. The product is: [Br:3][C:4]1[CH:5]=[C:6]([CH:7]=[C:8]([C:9](=[O:10])[N:25]([CH3:26])[CH3:24])[CH:13]=1)[C:14]([O:16][CH3:17])=[O:15]. (6) Given the reactants Cl[CH2:2][C:3]1[N:4]=[C:5]([C:8]2[CH:13]=[CH:12][CH:11]=[CH:10][CH:9]=2)[S:6][CH:7]=1.Cl.[CH3:15][O:16][C:17]1[CH:22]=[C:21]([O:23][CH3:24])[CH:20]=[CH:19][C:18]=1[N:25]1[CH2:31][CH2:30][CH2:29][NH:28][CH2:27][CH2:26]1.C([O-])([O-])=O.[Cs+].[Cs+], predict the reaction product. The product is: [CH3:15][O:16][C:17]1[CH:22]=[C:21]([O:23][CH3:24])[CH:20]=[CH:19][C:18]=1[N:25]1[CH2:31][CH2:30][CH2:29][N:28]([CH2:2][C:3]2[N:4]=[C:5]([C:8]3[CH:13]=[CH:12][CH:11]=[CH:10][CH:9]=3)[S:6][CH:7]=2)[CH2:27][CH2:26]1. (7) The product is: [C:2]([C:4]1[CH:5]=[C:6]([NH:10][C:11](=[O:18])[CH2:12][CH2:13][CH2:14][C:15]([NH:10][C:6]2[CH:7]=[CH:8][CH:9]=[C:4]([C:2](=[O:3])[CH3:1])[CH:5]=2)=[O:16])[CH:7]=[CH:8][CH:9]=1)(=[O:3])[CH3:1]. Given the reactants [CH3:1][C:2]([C:4]1[CH:9]=[CH:8][CH:7]=[C:6]([NH2:10])[CH:5]=1)=[O:3].[C:11](Cl)(=[O:18])[CH2:12][CH2:13][CH2:14][C:15](Cl)=[O:16], predict the reaction product.